Task: Predict the reactants needed to synthesize the given product.. Dataset: Full USPTO retrosynthesis dataset with 1.9M reactions from patents (1976-2016) Given the product [Cl:1][C:2]1[CH:3]=[CH:4][C:5]([C:8]2[CH:13]=[C:12]([C:14]([F:16])([F:15])[F:17])[N:11]=[C:10]([C:18]([NH:21][OH:22])=[NH:19])[N:9]=2)=[CH:6][CH:7]=1, predict the reactants needed to synthesize it. The reactants are: [Cl:1][C:2]1[CH:7]=[CH:6][C:5]([C:8]2[CH:13]=[C:12]([C:14]([F:17])([F:16])[F:15])[N:11]=[C:10]([C:18]#[N:19])[N:9]=2)=[CH:4][CH:3]=1.Cl.[NH2:21][OH:22].C(=O)([O-])[O-].[Na+].[Na+].